Dataset: Reaction yield outcomes from USPTO patents with 853,638 reactions. Task: Predict the reaction yield, written as a fraction of the theoretical maximum amount of product (1.0 means a 100% yield; for example, 0.34 means a 34% yield). (1) The reactants are [NH2:1][C@H:2]1[CH2:8][CH2:7][CH2:6][CH2:5][N:4]([C:9]([O:11][CH2:12][C:13]2[CH:18]=[CH:17][CH:16]=[CH:15][CH:14]=2)=[O:10])[CH2:3]1.C([O-])(O)=O.[Na+].[CH3:24][C:25]([O:28][C:29](O[C:29]([O:28][C:25]([CH3:27])([CH3:26])[CH3:24])=[O:30])=[O:30])([CH3:27])[CH3:26]. The catalyst is C(Cl)Cl. The product is [C:25]([O:28][C:29]([NH:1][C@H:2]1[CH2:8][CH2:7][CH2:6][CH2:5][N:4]([C:9]([O:11][CH2:12][C:13]2[CH:18]=[CH:17][CH:16]=[CH:15][CH:14]=2)=[O:10])[CH2:3]1)=[O:30])([CH3:27])([CH3:26])[CH3:24]. The yield is 0.720. (2) The reactants are [CH3:1][N:2]1[C:10]2[C:5](=[CH:6][CH:7]=[CH:8][CH:9]=2)[C:4]2[C:11]3[C:16]([CH2:17][C:3]1=2)=[CH:15][CH:14]=[CH:13][CH:12]=3.[Li][CH2:19][CH2:20][CH2:21][CH3:22].[Si](C)([CH3:26])(Cl)Cl.O. The catalyst is CCCCCC.C(OCC)C. The product is [C:1]1([N:2]2[C:10]3[C:5](=[CH:6][CH:7]=[CH:8][CH:9]=3)[C:4]3[C:11]4[C:16]([CH2:17][C:3]2=3)=[CH:15][CH:14]=[CH:13][CH:12]=4)[CH:26]=[CH:19][CH:20]=[CH:21][CH:22]=1. The yield is 0.700. (3) The reactants are [NH2:1][C:2]1[O:6][C:5]([C@@H:7]2[CH2:13][CH2:12][C@@H:11]3[CH2:14][N:8]2[C:9](=[O:23])[N:10]3[O:15][CH2:16][C:17]2[CH:22]=[CH:21][CH:20]=[CH:19][CH:18]=2)=[N:4][N:3]=1.[CH3:24][C:25]([O:28][C:29](O[C:29]([O:28][C:25]([CH3:27])([CH3:26])[CH3:24])=[O:30])=[O:30])([CH3:27])[CH3:26].C(N(CC)CC)C. The catalyst is CN(C)C1C=CN=CC=1.CN(C=O)C. The product is [CH2:16]([O:15][N:10]1[C:9](=[O:23])[N:8]2[CH2:14][C@H:11]1[CH2:12][CH2:13][C@H:7]2[C:5]1[O:6][C:2]([NH:1][C:29](=[O:30])[O:28][C:25]([CH3:27])([CH3:26])[CH3:24])=[N:3][N:4]=1)[C:17]1[CH:22]=[CH:21][CH:20]=[CH:19][CH:18]=1. The yield is 0.607. (4) The reactants are Br[C:2]1[CH:7]=[CH:6][C:5]([Br:8])=[CH:4][CH:3]=1.[CH:9]1[C:21]2[NH:20][C:19]3[C:14](=[CH:15][CH:16]=[CH:17][CH:18]=3)[C:13]=2[CH:12]=[CH:11][CH:10]=1.C(=O)([O-])[O-].[K+].[K+].C1OCCOCCOCCOCCOCCOC1. The catalyst is [Cu](I)I.CN1CCCN(C)C1=O. The product is [Br:8][C:5]1[CH:6]=[CH:7][C:2]([N:20]2[C:21]3[CH:9]=[CH:10][CH:11]=[CH:12][C:13]=3[C:14]3[C:19]2=[CH:18][CH:17]=[CH:16][CH:15]=3)=[CH:3][CH:4]=1. The yield is 0.350.